The task is: Predict which catalyst facilitates the given reaction.. This data is from Catalyst prediction with 721,799 reactions and 888 catalyst types from USPTO. (1) Reactant: [Cl:1][C:2]1[CH:7]=[CH:6][C:5]([C:8]2[CH:13]=[CH:12][N:11]=[C:10](S(C)(=O)=O)[N:9]=2)=[CH:4][CH:3]=1.[NH2:18][C:19]1[CH:27]=[CH:26][C:22]([C:23]([NH2:25])=[O:24])=[CH:21][CH:20]=1. Product: [Cl:1][C:2]1[CH:7]=[CH:6][C:5]([C:8]2[CH:13]=[CH:12][N:11]=[C:10]([NH:18][C:19]3[CH:27]=[CH:26][C:22]([C:23]([NH2:25])=[O:24])=[CH:21][CH:20]=3)[N:9]=2)=[CH:4][CH:3]=1. The catalyst class is: 41. (2) Reactant: [F:1][C:2]1[CH:23]=[CH:22][CH:21]=[CH:20][C:3]=1[CH2:4][C:5]1([OH:19])[CH2:10][CH2:9][CH2:8][CH:7]([NH:11]C(=O)OC(C)(C)C)[CH2:6]1.[ClH:24]. Product: [ClH:24].[NH2:11][CH:7]1[CH2:8][CH2:9][CH2:10][C:5]([CH2:4][C:3]2[CH:20]=[CH:21][CH:22]=[CH:23][C:2]=2[F:1])([OH:19])[CH2:6]1. The catalyst class is: 12. (3) Reactant: [C:1]([O:5][C:6](=[O:26])[NH:7][CH2:8][CH2:9][C:10]1[N:11]([CH2:16][C:17]2[CH:22]=[CH:21][C:20]([C:23]#[N:24])=[C:19](F)[CH:18]=2)[C:12]([CH3:15])=[N:13][CH:14]=1)([CH3:4])([CH3:3])[CH3:2].[CH2:27]([C:29]1([C:38]2[CH:43]=[CH:42][CH:41]=[C:40]([OH:44])[CH:39]=2)[CH2:35][CH2:34][CH2:33][CH2:32][N:31]([CH3:36])[C:30]1=[O:37])[CH3:28].C(Cl)Cl. Product: [C:1]([O:5][C:6](=[O:26])[NH:7][CH2:8][CH2:9][C:10]1[N:11]([CH2:16][C:17]2[CH:22]=[CH:21][C:20]([C:23]#[N:24])=[C:19]([O:44][C:40]3[CH:41]=[CH:42][CH:43]=[C:38]([C:29]4([CH2:27][CH3:28])[CH2:35][CH2:34][CH2:33][CH2:32][N:31]([CH3:36])[C:30]4=[O:37])[CH:39]=3)[CH:18]=2)[C:12]([CH3:15])=[N:13][CH:14]=1)([CH3:4])([CH3:3])[CH3:2].[NH4+:7].[OH-:5]. The catalyst class is: 5.